From a dataset of Full USPTO retrosynthesis dataset with 1.9M reactions from patents (1976-2016). Predict the reactants needed to synthesize the given product. (1) Given the product [Br:14][CH2:15][CH2:16][CH2:17][CH2:18][O:11][CH2:10][CH2:9][CH2:8][O:7][CH:2]1[CH2:3][CH2:4][CH2:5][CH2:6][O:1]1, predict the reactants needed to synthesize it. The reactants are: [O:1]1[CH2:6][CH2:5][CH2:4][CH2:3][CH:2]1[O:7][CH2:8][CH2:9][CH2:10][OH:11].[H-].[Na+].[Br:14][CH2:15][CH2:16][CH2:17][CH2:18]Br.O. (2) The reactants are: O=[C:2]1[C:10]2([C:14]3=[CH:15][C:16]4[O:20][CH2:19][O:18][C:17]=4[CH:21]=[C:13]3[O:12][CH2:11]2)[C:9]2[C:4](=[CH:5][CH:6]=[CH:7][CH:8]=2)[N:3]1[CH2:22][CH2:23][CH2:24][N:25]1C(=O)C2C(=CC=CC=2)C1=O.O.NN. Given the product [NH2:25][CH2:24][CH2:23][CH2:22][N:3]1[C:4]2[C:9](=[CH:8][CH:7]=[CH:6][CH:5]=2)[C:10]2([C:14]3=[CH:15][C:16]4[O:20][CH2:19][O:18][C:17]=4[CH:21]=[C:13]3[O:12][CH2:11]2)[CH2:2]1, predict the reactants needed to synthesize it. (3) Given the product [CH2:1]([O:3][C:4](=[O:16])[CH:5]([NH:13][C:14]([NH:17][C:18]1[CH:25]=[CH:24][C:21]([C:22]#[N:23])=[CH:20][CH:19]=1)=[O:15])[CH2:6][C:7]1[CH:12]=[CH:11][CH:10]=[CH:9][CH:8]=1)[CH3:2], predict the reactants needed to synthesize it. The reactants are: [CH2:1]([O:3][C:4](=[O:16])[CH:5]([N:13]=[C:14]=[O:15])[CH2:6][C:7]1[CH:12]=[CH:11][CH:10]=[CH:9][CH:8]=1)[CH3:2].[NH2:17][C:18]1[CH:25]=[CH:24][C:21]([C:22]#[N:23])=[CH:20][CH:19]=1.